Dataset: NCI-60 drug combinations with 297,098 pairs across 59 cell lines. Task: Regression. Given two drug SMILES strings and cell line genomic features, predict the synergy score measuring deviation from expected non-interaction effect. (1) Drug 1: C1CCN(CC1)CCOC2=CC=C(C=C2)C(=O)C3=C(SC4=C3C=CC(=C4)O)C5=CC=C(C=C5)O. Drug 2: C1=NC2=C(N=C(N=C2N1C3C(C(C(O3)CO)O)F)Cl)N. Cell line: SF-295. Synergy scores: CSS=6.71, Synergy_ZIP=-2.13, Synergy_Bliss=-0.407, Synergy_Loewe=-3.39, Synergy_HSA=-0.892. (2) Synergy scores: CSS=8.84, Synergy_ZIP=2.45, Synergy_Bliss=6.04, Synergy_Loewe=-5.62, Synergy_HSA=0.609. Drug 2: CC1CCC2CC(C(=CC=CC=CC(CC(C(=O)C(C(C(=CC(C(=O)CC(OC(=O)C3CCCCN3C(=O)C(=O)C1(O2)O)C(C)CC4CCC(C(C4)OC)OCCO)C)C)O)OC)C)C)C)OC. Drug 1: COC1=NC(=NC2=C1N=CN2C3C(C(C(O3)CO)O)O)N. Cell line: HCC-2998.